The task is: Predict which catalyst facilitates the given reaction.. This data is from Catalyst prediction with 721,799 reactions and 888 catalyst types from USPTO. (1) Reactant: [Cl:1][C:2]1[CH:7]=[CH:6][C:5]([C:8]2[N:12]([CH2:13][C@H:14]([OH:19])[C:15]([F:18])([F:17])[F:16])[C:11](=[O:20])[N:10]([CH2:21][C:22]([NH:24][C@@:25]([C:36]3[CH:41]=[CH:40][CH:39]=[C:38]([C:42]([F:45])([F:44])[F:43])[CH:37]=3)([CH3:35])[C:26]([NH:28][C:29]([CH3:34])([C:31]([OH:33])=O)[CH3:30])=[O:27])=[O:23])[N:9]=2)=[CH:4][CH:3]=1.C(Cl)CCl.C1C=CC2N(O)N=[N:56]C=2C=1.N. Product: [Cl:1][C:2]1[CH:7]=[CH:6][C:5]([C:8]2[N:12]([CH2:13][C@H:14]([OH:19])[C:15]([F:17])([F:16])[F:18])[C:11](=[O:20])[N:10]([CH2:21][C:22]([NH:24][C@@:25]([C:36]3[CH:41]=[CH:40][CH:39]=[C:38]([C:42]([F:43])([F:45])[F:44])[CH:37]=3)([CH3:35])[C:26]([NH:28][C:29]([CH3:30])([C:31]([NH2:56])=[O:33])[CH3:34])=[O:27])=[O:23])[N:9]=2)=[CH:4][CH:3]=1. The catalyst class is: 3. (2) Reactant: [NH2:1][CH2:2][CH2:3][NH:4][C:5](=[O:11])[O:6][C:7]([CH3:10])([CH3:9])[CH3:8].Cl[C:13]1[C:18]([N+:19]([O-:21])=[O:20])=[CH:17][CH:16]=[CH:15][C:14]=1[N+:22]([O-:24])=[O:23].C(N(CC)CC)C. Product: [N+:19]([C:18]1[CH:17]=[CH:16][CH:15]=[C:14]([N+:22]([O-:24])=[O:23])[C:13]=1[NH:1][CH2:2][CH2:3][NH:4][C:5](=[O:11])[O:6][C:7]([CH3:8])([CH3:10])[CH3:9])([O-:21])=[O:20]. The catalyst class is: 54. (3) The catalyst class is: 6. Reactant: [CH2:1]([O:3][C:4]([C:6]1[N:7]=[C:8]([CH:11]=O)[S:9][CH:10]=1)=[O:5])[CH3:2].C(OP([CH2:21][C:22]1[CH:27]=[CH:26][CH:25]=[C:24]([C:28]([F:31])([F:30])[F:29])[CH:23]=1)(=O)OCC)C.C1COCC1.C(O[Na])(C)(C)C. Product: [CH2:1]([O:3][C:4]([C:6]1[N:7]=[C:8](/[CH:11]=[CH:21]/[C:22]2[CH:27]=[CH:26][CH:25]=[C:24]([C:28]([F:29])([F:30])[F:31])[CH:23]=2)[S:9][CH:10]=1)=[O:5])[CH3:2]. (4) Reactant: Br[C:2]1[S:6][C:5]([C:7]([N:9]([C:11]2[CH:16]=[CH:15][CH:14]=[CH:13][C:12]=2[F:17])[CH3:10])=[O:8])=[CH:4][CH:3]=1.[C:18]1([CH3:27])[CH:23]=[CH:22][CH:21]=[C:20](B(O)O)[CH:19]=1. Product: [F:17][C:12]1[CH:13]=[CH:14][CH:15]=[CH:16][C:11]=1[N:9]([CH3:10])[C:7]([C:5]1[S:6][C:2]([C:20]2[CH:19]=[C:18]([CH3:27])[CH:23]=[CH:22][CH:21]=2)=[CH:3][CH:4]=1)=[O:8]. The catalyst class is: 492. (5) Reactant: [N:1]1([C:7]2[CH:8]=[C:9]([NH:19][C:20]3[N:25]=[C:24]([NH:26][CH3:27])[CH:23]=[CH:22][N:21]=3)[CH:10]=[C:11]([N:13]3[CH2:18][CH2:17][O:16][CH2:15][CH2:14]3)[CH:12]=2)[CH2:6][CH2:5][O:4][CH2:3][CH2:2]1.[Cl:28][C:29]1[CH:34]=[CH:33][C:32](Br)=[CH:31][CH:30]=1.C(=O)([O-])[O-].[K+].[K+].CC1(C)C2C(=C(P(C3C=CC=CC=3)C3C=CC=CC=3)C=CC=2)OC2C(P(C3C=CC=CC=3)C3C=CC=CC=3)=CC=CC1=2. Product: [Cl:28][C:29]1[CH:34]=[CH:33][C:32]([N:26]([CH3:27])[C:24]2[CH:23]=[CH:22][N:21]=[C:20]([NH:19][C:9]3[CH:10]=[C:11]([N:13]4[CH2:18][CH2:17][O:16][CH2:15][CH2:14]4)[CH:12]=[C:7]([N:1]4[CH2:6][CH2:5][O:4][CH2:3][CH2:2]4)[CH:8]=3)[N:25]=2)=[CH:31][CH:30]=1. The catalyst class is: 101. (6) Reactant: [H-].[Na+].[Cl:3][C:4]1[CH:9]=[CH:8][N:7]=[C:6]([C:10]([O:12]CC)=O)[CH:5]=1.[CH3:15][C:16]([CH3:18])=[O:17].[ClH:19]. Product: [Cl:19][C:4]1[CH:9]=[CH:8][N:7]=[C:6]([C:10](=[O:12])[CH2:15][C:16](=[O:17])[CH2:18][C:10]([C:6]2[CH:5]=[C:4]([Cl:3])[CH:9]=[CH:8][N:7]=2)=[O:12])[CH:5]=1. The catalyst class is: 30.